Dataset: NCI-60 drug combinations with 297,098 pairs across 59 cell lines. Task: Regression. Given two drug SMILES strings and cell line genomic features, predict the synergy score measuring deviation from expected non-interaction effect. Drug 1: CC1C(C(=O)NC(C(=O)N2CCCC2C(=O)N(CC(=O)N(C(C(=O)O1)C(C)C)C)C)C(C)C)NC(=O)C3=C4C(=C(C=C3)C)OC5=C(C(=O)C(=C(C5=N4)C(=O)NC6C(OC(=O)C(N(C(=O)CN(C(=O)C7CCCN7C(=O)C(NC6=O)C(C)C)C)C)C(C)C)C)N)C. Drug 2: CC(C)(C#N)C1=CC(=CC(=C1)CN2C=NC=N2)C(C)(C)C#N. Cell line: RXF 393. Synergy scores: CSS=4.08, Synergy_ZIP=-1.25, Synergy_Bliss=1.08, Synergy_Loewe=-3.54, Synergy_HSA=-0.0269.